This data is from Full USPTO retrosynthesis dataset with 1.9M reactions from patents (1976-2016). The task is: Predict the reactants needed to synthesize the given product. (1) Given the product [NH2:1][C:2]1[C:7]([C:8]#[N:9])=[C:6]([NH:10][C@H:11]([C:13]2[C:14]([CH2:24][N:25]3[CH2:30][CH2:29][N:28]([CH3:31])[CH2:27][CH2:26]3)=[N:15][C:16]3[C:21]([CH:22]=2)=[CH:20][CH:19]=[C:18]([F:23])[CH:17]=3)[CH3:12])[N:5]=[CH:4][N:3]=1, predict the reactants needed to synthesize it. The reactants are: [NH2:1][C:2]1[C:7]([C:8]#[N:9])=[C:6]([NH:10][C@H:11]([C:13]2[C:14]([CH2:24][N:25]3[CH2:30][CH2:29][NH:28][CH2:27][CH2:26]3)=[N:15][C:16]3[C:21]([CH:22]=2)=[CH:20][CH:19]=[C:18]([F:23])[CH:17]=3)[CH3:12])[N:5]=[CH:4][N:3]=1.[C:31](=O)([O-])[O-].[K+].[K+].IC. (2) Given the product [NH2:19][C:20]1[C:25]([C:26]#[N:27])=[CH:24][CH:23]=[C:22]([NH:28][CH:29]2[CH2:34][CH2:33][CH2:32][N:31]([C:2]3[C:7]([C:8]#[N:9])=[CH:6][CH:5]=[C:4]([C:10]4[CH:15]=[CH:14][C:13]([Cl:16])=[CH:12][C:11]=4[Cl:17])[N:3]=3)[CH2:30]2)[N:21]=1, predict the reactants needed to synthesize it. The reactants are: Cl[C:2]1[C:7]([C:8]#[N:9])=[CH:6][CH:5]=[C:4]([C:10]2[CH:15]=[CH:14][C:13]([Cl:16])=[CH:12][C:11]=2[Cl:17])[N:3]=1.Cl.[NH2:19][C:20]1[C:25]([C:26]#[N:27])=[CH:24][CH:23]=[C:22]([NH:28][CH:29]2[CH2:34][CH2:33][CH2:32][NH:31][CH2:30]2)[N:21]=1.C(N(CC)C(C)C)(C)C.